The task is: Predict the reaction yield, written as a fraction of the theoretical maximum amount of product (1.0 means a 100% yield; for example, 0.34 means a 34% yield).. This data is from Reaction yield outcomes from USPTO patents with 853,638 reactions. (1) The reactants are [CH3:1][O:2][C@H:3]1[C@@H:9]2[O:10][CH2:11][C@H:12]([O:13]C(C3C=CC=CC=3)=O)[C@@H:8]2[O:7][C@H:4]1[O:5][CH3:6].[OH-].[Na+].N1C=CC=CC=1.[CH3:30][S:31](Cl)(=[O:33])=[O:32]. The catalyst is CO.C(OCC)(=O)C.ClCCl. The product is [CH3:1][O:2][C@H:3]1[C@@H:9]2[O:10][CH2:11][C@H:12]([O:13][S:31]([CH3:30])(=[O:33])=[O:32])[C@@H:8]2[O:7][C@H:4]1[O:5][CH3:6]. The yield is 0.960. (2) The reactants are C([NH:5][S:6]([C:9]1[CH:10]=[N:11][CH:12]=[C:13]([C:15]2[C:24]3[C:19](=[C:20]([C:25]4[CH:30]=[CH:29][CH:28]=[CH:27][CH:26]=4)[CH:21]=[CH:22][CH:23]=3)[C:18]([NH:31][CH2:32][C:33]3[CH:38]=[CH:37][CH:36]=[CH:35][N:34]=3)=[N:17][N:16]=2)[CH:14]=1)(=[O:8])=[O:7])(C)(C)C.C(O)(C(F)(F)F)=O. No catalyst specified. The product is [C:25]1([C:20]2[CH:21]=[CH:22][CH:23]=[C:24]3[C:19]=2[C:18]([NH:31][CH2:32][C:33]2[CH:38]=[CH:37][CH:36]=[CH:35][N:34]=2)=[N:17][N:16]=[C:15]3[C:13]2[CH:14]=[C:9]([S:6]([NH2:5])(=[O:7])=[O:8])[CH:10]=[N:11][CH:12]=2)[CH:26]=[CH:27][CH:28]=[CH:29][CH:30]=1. The yield is 0.373.